From a dataset of Forward reaction prediction with 1.9M reactions from USPTO patents (1976-2016). Predict the product of the given reaction. Given the reactants [NH2:1][C:2]1[C:10]([N+:11]([O-:13])=[O:12])=[CH:9][C:5]([C:6](O)=[O:7])=[C:4]([CH3:14])[CH:3]=1.S(Cl)([Cl:17])=O, predict the reaction product. The product is: [NH2:1][C:2]1[C:10]([N+:11]([O-:13])=[O:12])=[CH:9][C:5]([C:6]([Cl:17])=[O:7])=[C:4]([CH3:14])[CH:3]=1.